The task is: Predict which catalyst facilitates the given reaction.. This data is from Catalyst prediction with 721,799 reactions and 888 catalyst types from USPTO. (1) Reactant: [I:1][C:2]1[CH:3]=[N:4][N:5]([CH2:7][CH2:8][OH:9])[CH:6]=1.C(N(CC)CC)C.[S:17](Cl)([C:20]1[CH:26]=[CH:25][C:23]([CH3:24])=[CH:22][CH:21]=1)(=[O:19])=[O:18]. Product: [CH3:24][C:23]1[CH:25]=[CH:26][C:20]([S:17]([O:9][CH2:8][CH2:7][N:5]2[CH:6]=[C:2]([I:1])[CH:3]=[N:4]2)(=[O:19])=[O:18])=[CH:21][CH:22]=1. The catalyst class is: 2. (2) Reactant: [CH2:1]([O:3][CH2:4][CH2:5][O:6][C:7]1[CH:12]=[C:11]([CH3:13])[C:10]([C:14]2[CH:19]=[CH:18][CH:17]=[C:16]([CH2:20][NH:21][C:22]3[CH:27]=[CH:26][C:25]([CH2:28][C:29]([F:36])([F:35])[C:30]([O:32]CC)=[O:31])=[CH:24][CH:23]=3)[CH:15]=2)=[C:9]([CH3:37])[CH:8]=1)[CH3:2].O1CCCC1.O.[OH-].[Li+].Cl. Product: [CH2:1]([O:3][CH2:4][CH2:5][O:6][C:7]1[CH:8]=[C:9]([CH3:37])[C:10]([C:14]2[CH:19]=[CH:18][CH:17]=[C:16]([CH2:20][NH:21][C:22]3[CH:23]=[CH:24][C:25]([CH2:28][C:29]([F:35])([F:36])[C:30]([OH:32])=[O:31])=[CH:26][CH:27]=3)[CH:15]=2)=[C:11]([CH3:13])[CH:12]=1)[CH3:2]. The catalyst class is: 97. (3) Reactant: Cl.[F:2][C:3]1[CH:21]=[CH:20][CH:19]=[CH:18][C:4]=1[CH2:5][N:6]1[C:10]2=[N:11][CH:12]=[CH:13][CH:14]=[C:9]2[C:8]([C:15](=[NH:17])[NH2:16])=[N:7]1.C[O:23][CH:24]=[C:25]([C:30](OC)=O)[C:26]([O:28][CH3:29])=[O:27].C[O-].[Na+]. Product: [F:2][C:3]1[CH:21]=[CH:20][CH:19]=[CH:18][C:4]=1[CH2:5][N:6]1[C:10]2=[N:11][CH:12]=[CH:13][CH:14]=[C:9]2[C:8]([C:15]2[N:16]=[C:24]([OH:23])[C:25]([C:26]([O:28][CH3:29])=[O:27])=[CH:30][N:17]=2)=[N:7]1. The catalyst class is: 5. (4) Reactant: [Cr]([O-])(OCl)(=O)=O.[NH+]1C=CC=CC=1.[CH2:13]([O:15][C:16]1[CH:23]=[CH:22][CH:21]=[C:20]([CH2:24][CH2:25][CH2:26][CH2:27][CH2:28][CH2:29][CH2:30][CH2:31][CH2:32][CH2:33][CH2:34][CH2:35][CH2:36][CH2:37][CH3:38])[C:17]=1[CH2:18][OH:19])[CH3:14].CCOCC. Product: [CH2:13]([O:15][C:16]1[CH:23]=[CH:22][CH:21]=[C:20]([CH2:24][CH2:25][CH2:26][CH2:27][CH2:28][CH2:29][CH2:30][CH2:31][CH2:32][CH2:33][CH2:34][CH2:35][CH2:36][CH2:37][CH3:38])[C:17]=1[CH:18]=[O:19])[CH3:14]. The catalyst class is: 4. (5) Reactant: [NH2:1][C:2]1[CH:7]=[CH:6][C:5]([N:8]2[C:16]([CH2:17][N:18]([CH3:20])[CH3:19])=[C:15]3[C:10]([N:11]([CH2:32][C:33]4[C:38]([C:39]([F:42])([F:41])[F:40])=[CH:37][CH:36]=[CH:35][C:34]=4[F:43])[C:12](=[O:31])[N:13]([C:22]4[CH:27]=[CH:26][CH:25]=[C:24]([O:28][CH3:29])[C:23]=4[F:30])[C:14]3=[O:21])=[N:9]2)=[CH:4][CH:3]=1.[CH2:44]([N:46]=[C:47]=[O:48])[CH3:45].C(=O)(O)[O-].[Na+]. Product: [CH3:19][N:18]([CH2:17][C:16]1[N:8]([C:5]2[CH:4]=[CH:3][C:2]([NH:1][C:47]([NH:46][CH2:44][CH3:45])=[O:48])=[CH:7][CH:6]=2)[N:9]=[C:10]2[C:15]=1[C:14](=[O:21])[N:13]([C:22]1[CH:27]=[CH:26][CH:25]=[C:24]([O:28][CH3:29])[C:23]=1[F:30])[C:12](=[O:31])[N:11]2[CH2:32][C:33]1[C:38]([C:39]([F:42])([F:41])[F:40])=[CH:37][CH:36]=[CH:35][C:34]=1[F:43])[CH3:20]. The catalyst class is: 4.